From a dataset of Catalyst prediction with 721,799 reactions and 888 catalyst types from USPTO. Predict which catalyst facilitates the given reaction. (1) The catalyst class is: 15. Product: [C:22]([CH2:24][CH2:25][N:26]1[C:4]([OH:5])=[C:6]([CH2:7][C:8]2[CH:9]=[CH:10][C:11]([C:12]([OH:14])=[O:13])=[CH:15][CH:16]=2)[C:17]([CH:18]([CH3:19])[CH3:20])=[N:27]1)#[N:23]. Reactant: C(O[C:4]([CH:6]([C:17](=O)[CH:18]([CH3:20])[CH3:19])[CH2:7][C:8]1[CH:16]=[CH:15][C:11]([C:12]([OH:14])=[O:13])=[CH:10][CH:9]=1)=[O:5])C.[C:22]([CH2:24][CH2:25][NH:26][NH2:27])#[N:23]. (2) Reactant: [C:1]1([N:7]2[C:11]([NH:12][S:13]([C:16]3[CH:21]=[CH:20][CH:19]=[CH:18][CH:17]=3)(=[O:15])=[O:14])=[CH:10][C:9]([C:22](OCC)=[O:23])=[N:8]2)[CH:6]=[CH:5][CH:4]=[CH:3][CH:2]=1.[H-].C([Al+]CC(C)C)C(C)C.Cl. Product: [OH:23][CH2:22][C:9]1[CH:10]=[C:11]([NH:12][S:13]([C:16]2[CH:21]=[CH:20][CH:19]=[CH:18][CH:17]=2)(=[O:15])=[O:14])[N:7]([C:1]2[CH:6]=[CH:5][CH:4]=[CH:3][CH:2]=2)[N:8]=1. The catalyst class is: 207. (3) The catalyst class is: 6. Product: [C:19]([CH2:22][CH2:23][CH2:24][CH2:25][CH2:26][N+:27]1[CH:32]=[C:31]([S:33]([O-:36])(=[O:35])=[O:34])[CH:30]=[CH:29][C:28]=1/[CH:37]=[CH:15]/[C:9]1[C:10](=[O:14])[O:11][C:12]2[C:7]([CH:8]=1)=[CH:6][CH:5]=[C:4]([N:3]([CH2:17][CH3:18])[CH2:1][CH3:2])[CH:13]=2)([OH:21])=[O:20].[CH3:38][N+:39]([CH2:42][C:43]([OH:45])=[O:44])([CH3:41])[CH3:40]. Reactant: [CH2:1]([N:3]([CH2:17][CH3:18])[C:4]1[CH:13]=[C:12]2[C:7]([CH:8]=[C:9]([CH:15]=O)[C:10](=[O:14])[O:11]2)=[CH:6][CH:5]=1)[CH3:2].[C:19]([CH2:22][CH2:23][CH2:24][CH2:25][CH2:26][N+:27]1[CH:32]=[C:31]([S:33]([O-:36])(=[O:35])=[O:34])[CH:30]=[CH:29][C:28]=1[CH3:37])([OH:21])=[O:20].[CH3:38][N+:39]([CH2:42][C:43]([OH:45])=[O:44])([CH3:41])[CH3:40].CO.O. (4) Reactant: Cl.[CH3:2][O:3][C:4]1[CH:9]=[CH:8][C:7]([C:10]2[N:11]=[C:12]([S:25][CH3:26])[O:13][C:14]=2[C:15]2[CH:24]=[CH:23][C:18]([O:19][CH2:20][CH2:21][NH2:22])=[CH:17][CH:16]=2)=[CH:6][CH:5]=1.C([O-])(=O)C.[Na+].[O-:32][C:33]#[N:34].[K+]. The catalyst class is: 35. Product: [CH3:2][O:3][C:4]1[CH:9]=[CH:8][C:7]([C:10]2[N:11]=[C:12]([S:25][CH3:26])[O:13][C:14]=2[C:15]2[CH:24]=[CH:23][C:18]([O:19][CH2:20][CH2:21][NH:22][C:33]([NH2:34])=[O:32])=[CH:17][CH:16]=2)=[CH:6][CH:5]=1.